Dataset: Reaction yield outcomes from USPTO patents with 853,638 reactions. Task: Predict the reaction yield, written as a fraction of the theoretical maximum amount of product (1.0 means a 100% yield; for example, 0.34 means a 34% yield). The reactants are [C:1](O[K])(C)(C)C.P(=O)(OC=[N+]=[N-])OC.[CH3:15][N:16]1[CH2:20][CH2:19][CH2:18][C@H:17]1[C:21]1[CH:22]=[C:23]([CH:27]=O)[CH:24]=[N:25][CH:26]=1. The catalyst is C1COCC1. The product is [C:27]([C:23]1[CH:24]=[N:25][CH:26]=[C:21]([CH:17]2[CH2:18][CH2:19][CH2:20][N:16]2[CH3:15])[CH:22]=1)#[CH:1]. The yield is 0.510.